From a dataset of Forward reaction prediction with 1.9M reactions from USPTO patents (1976-2016). Predict the product of the given reaction. (1) Given the reactants [Br:1][C:2]1[CH:3]=[C:4]([NH2:8])[CH:5]=[N:6][CH:7]=1.[CH3:9][O:10][C:11]1[CH:12]=[C:13]([CH:16]=[CH:17][CH:18]=1)[CH:14]=O.[Si]([C:23]#[N:24])(C)(C)C, predict the reaction product. The product is: [Br:1][C:2]1[CH:3]=[C:4]([NH:8][CH:14]([C:13]2[CH:16]=[CH:17][CH:18]=[C:11]([O:10][CH3:9])[CH:12]=2)[C:23]#[N:24])[CH:5]=[N:6][CH:7]=1. (2) Given the reactants [NH2:1][C:2]1[CH:3]=[N:4][C:5]([Cl:8])=[N:6][CH:7]=1.[C:9](Cl)(=[O:11])[CH3:10], predict the reaction product. The product is: [Cl:8][C:5]1[N:6]=[CH:7][C:2]([NH:1][C:9](=[O:11])[CH3:10])=[CH:3][N:4]=1. (3) Given the reactants S(Cl)(Cl)=O.[OH:5][C:6]1[CH:7]=[C:8]2[C:13](=[CH:14][CH:15]=1)[CH:12]=[C:11]([C:16]1[CH:21]=[CH:20][N:19]=[C:18]([C:22]([OH:24])=[O:23])[CH:17]=1)[CH:10]=[CH:9]2.[CH3:25]O, predict the reaction product. The product is: [OH:5][C:6]1[CH:7]=[C:8]2[C:13](=[CH:14][CH:15]=1)[CH:12]=[C:11]([C:16]1[CH:21]=[CH:20][N:19]=[C:18]([C:22]([O:24][CH3:25])=[O:23])[CH:17]=1)[CH:10]=[CH:9]2. (4) Given the reactants [Cl:1][C:2]1[CH:3]=[C:4]2[C:8](=[CH:9][CH:10]=1)[NH:7][C:6]([C:11]([OH:13])=[O:12])=[CH:5]2.C(Cl)(=O)C([Cl:17])=O.[NH2:20][C:21]1[CH:26]=[C:25]([S:27]([C:30]([F:33])([F:32])[F:31])(=[O:29])=[O:28])[CH:24]=[CH:23][C:22]=1[OH:34], predict the reaction product. The product is: [Cl:1][C:2]1[CH:3]=[C:4]2[C:8](=[CH:9][CH:10]=1)[NH:7][C:6]([C:11]([Cl:17])=[O:13])=[CH:5]2.[OH:34][C:22]1[CH:23]=[CH:24][C:25]([S:27]([C:30]([F:33])([F:31])[F:32])(=[O:29])=[O:28])=[CH:26][C:21]=1[NH:20][C:11]([C:6]1[NH:7][C:8]2[C:4]([CH:5]=1)=[CH:3][C:2]([Cl:1])=[CH:10][CH:9]=2)=[O:12]. (5) Given the reactants [OH:1][CH:2]1[C:10]2[C:5](=[C:6]([C:11]([F:14])([F:13])[F:12])[CH:7]=[CH:8][CH:9]=2)[C:4](=[O:15])[O:3]1.[C:16](=O)([O-])[O-].[K+].[K+].IC.Cl, predict the reaction product. The product is: [CH:2]([C:10]1[CH:9]=[CH:8][CH:7]=[C:6]([C:11]([F:14])([F:13])[F:12])[C:5]=1[C:4]([O:3][CH3:16])=[O:15])=[O:1].